From a dataset of Catalyst prediction with 721,799 reactions and 888 catalyst types from USPTO. Predict which catalyst facilitates the given reaction. (1) Reactant: Cl[Si](C)(C)[CH3:3].[C:6]1([C:12]2[N:13]([CH2:29][C:30]([OH:32])=[O:31])[C:14]([C:17]3[CH:22]=[CH:21][C:20]([N:23]4[CH2:28][CH2:27][CH2:26][CH2:25][CH2:24]4)=[CH:19][CH:18]=3)=[CH:15][CH:16]=2)[CH:11]=[CH:10][CH:9]=[CH:8][CH:7]=1. Product: [CH3:3][O:31][C:30](=[O:32])[CH2:29][N:13]1[C:14]([C:17]2[CH:22]=[CH:21][C:20]([N:23]3[CH2:24][CH2:25][CH2:26][CH2:27][CH2:28]3)=[CH:19][CH:18]=2)=[CH:15][CH:16]=[C:12]1[C:6]1[CH:7]=[CH:8][CH:9]=[CH:10][CH:11]=1. The catalyst class is: 5. (2) Product: [CH3:33][O:32][C:25]1[CH:26]=[C:27]([O:30][CH3:31])[CH:28]=[CH:29][C:24]=1[CH2:23][NH:22][C:21]1[C:16]2[CH:15]=[CH:14][N:13]([C@H:5]3[C@H:6]4[C@H:7]([O:8][C:9]([CH3:12])([CH3:11])[O:10]4)[C@@H:3]([CH2:2][NH:1][CH:39]([CH3:41])[CH3:38])[CH2:4]3)[C:17]=2[N:18]=[CH:19][N:20]=1. Reactant: [NH2:1][CH2:2][C@@H:3]1[C@H:7]2[O:8][C:9]([CH3:12])([CH3:11])[O:10][C@H:6]2[C@H:5]([N:13]2[C:17]3[N:18]=[CH:19][N:20]=[C:21]([NH:22][CH2:23][C:24]4[CH:29]=[CH:28][C:27]([O:30][CH3:31])=[CH:26][C:25]=4[O:32][CH3:33])[C:16]=3[CH:15]=[CH:14]2)[CH2:4]1.ClCCCl.[CH3:38][C:39]([CH3:41])=O.C(O)(=O)C.C(O[BH-](OC(=O)C)OC(=O)C)(=O)C.[Na+]. The catalyst class is: 2. (3) Reactant: [CH:1]([C:4]1[CH:9]=[C:8]([O:10][CH3:11])[CH:7]=[CH:6][C:5]=1[S:12]([C:15]1[CH:20]=[CH:19][C:18]([CH3:21])=[CH:17][CH:16]=1)(=[O:14])=[O:13])([CH3:3])[CH3:2].[C:22](Cl)(=[O:24])[CH3:23].[Al+3].[Cl-].[Cl-].[Cl-]. Product: [CH:1]([C:4]1[C:5]([S:12]([C:15]2[CH:16]=[CH:17][C:18]([CH3:21])=[CH:19][CH:20]=2)(=[O:13])=[O:14])=[CH:6][C:7]([C:22](=[O:24])[CH3:23])=[C:8]([O:10][CH3:11])[CH:9]=1)([CH3:3])[CH3:2]. The catalyst class is: 26. (4) The catalyst class is: 7. Reactant: [C:1]([O:5][C:6]([NH:8][CH2:9][C:10]1[C:11]([C:28]2[CH:33]=[CH:32][C:31]([CH3:34])=[CH:30][CH:29]=2)=[C:12]([CH2:21][CH2:22][C:23]([O:25]CC)=[O:24])[C:13]([CH3:20])=[N:14][C:15]=1[CH2:16][CH:17]([CH3:19])[CH3:18])=[O:7])([CH3:4])([CH3:3])[CH3:2].[OH-].[Na+].Cl. Product: [C:1]([O:5][C:6]([NH:8][CH2:9][C:10]1[C:11]([C:28]2[CH:29]=[CH:30][C:31]([CH3:34])=[CH:32][CH:33]=2)=[C:12]([CH2:21][CH2:22][C:23]([OH:25])=[O:24])[C:13]([CH3:20])=[N:14][C:15]=1[CH2:16][CH:17]([CH3:19])[CH3:18])=[O:7])([CH3:2])([CH3:3])[CH3:4]. (5) Reactant: Cl.Cl.F[C:4]1[C:4](N[C@@H:11]2[CH2:16][CH2:15][CH2:15][CH2:16][C@H:11]2N)=NC=CC=1.[F:18][C:19]1[C:20]([NH:25][C@@H:26]2[CH2:31][CH2:30][CH2:29][CH2:28][C@H:27]2[NH:32][C:33](=[O:39])[O:34]C(C)(C)C)=[N:21][CH:22]=[CH:23][CH:24]=1.[CH4:40].Cl. Product: [CH3:40][C:16]([N:32]([C@@H:27]1[CH2:28][CH2:29][CH2:30][CH2:31][C@H:26]1[NH:25][C:20]1[C:19]([F:18])=[CH:24][CH:23]=[CH:22][N:21]=1)[C:33](=[O:39])[O-:34])([CH3:15])[CH3:11].[CH4:4]. The catalyst class is: 125. (6) Reactant: F[C:2]1[CH:3]=[C:4]([CH:7]=[CH:8][CH:9]=1)[C:5]#[N:6].[F:10][C:11]1[CH:16]=[CH:15][C:14]([OH:17])=[CH:13][CH:12]=1.C(=O)([O-])[O-].[Cs+].[Cs+].Cl. Product: [F:10][C:11]1[CH:16]=[CH:15][C:14]([O:17][C:2]2[CH:3]=[C:4]([CH:7]=[CH:8][CH:9]=2)[C:5]#[N:6])=[CH:13][CH:12]=1. The catalyst class is: 3. (7) Reactant: [CH2:1]1[N:9]2[CH:4]([NH:5][S:6](=[O:16])(=[O:15])[C:7]3[CH:13]=[C:12]([OH:14])[CH:11]=[CH:10][C:8]=32)[CH2:3][CH2:2]1.[C:17]([CH2:19][C:20]1[CH:25]=[CH:24][C:23](B(O)O)=[CH:22][CH:21]=1)#[N:18].N1C=CC=CC=1. Product: [O:16]=[S:6]1(=[O:15])[C:7]2[CH:13]=[C:12]([O:14][C:23]3[CH:24]=[CH:25][C:20]([CH2:19][C:17]#[N:18])=[CH:21][CH:22]=3)[CH:11]=[CH:10][C:8]=2[N:9]2[CH2:1][CH2:2][CH2:3][CH:4]2[NH:5]1. The catalyst class is: 302.